Dataset: Forward reaction prediction with 1.9M reactions from USPTO patents (1976-2016). Task: Predict the product of the given reaction. (1) Given the reactants Cl.[O:2]1[CH2:6][CH2:5][CH:4]([CH2:7][NH2:8])[CH2:3]1.C(N(CC)CC)C.[C:16]1(/[CH:22]=[CH:23]/[CH2:24][O:25][CH2:26][C:27]2[O:31][N:30]=[C:29]([C:32](O)=[O:33])[CH:28]=2)[CH:21]=[CH:20][CH:19]=[CH:18][CH:17]=1.ON1C2C=CC=CC=2N=N1.Cl.C(N=C=NCCCN(C)C)C.Cl, predict the reaction product. The product is: [O:2]1[CH2:6][CH2:5][CH:4]([CH2:7][NH:8][C:32]([C:29]2[CH:28]=[C:27]([CH2:26][O:25][CH2:24]/[CH:23]=[CH:22]/[C:16]3[CH:17]=[CH:18][CH:19]=[CH:20][CH:21]=3)[O:31][N:30]=2)=[O:33])[CH2:3]1. (2) Given the reactants [CH2:1]([N:8]1[C:16]2[C:11](=[N:12][C:13](Cl)=[CH:14][CH:15]=2)[CH:10]=[C:9]1[C:18]1[O:19][CH:20]=[CH:21][N:22]=1)[C:2]1[CH:7]=[CH:6][CH:5]=[CH:4][CH:3]=1.[NH:23]([C:32]([O:34][C:35]([CH3:38])([CH3:37])[CH3:36])=[O:33])[NH:24][C:25]([O:27][C:28]([CH3:31])([CH3:30])[CH3:29])=[O:26].C([O-])([O-])=O.[Cs+].[Cs+], predict the reaction product. The product is: [CH2:1]([N:8]1[C:16]2[C:11](=[N:12][C:13]([N:23]([C:32]([O:34][C:35]([CH3:38])([CH3:37])[CH3:36])=[O:33])[NH:24][C:25]([O:27][C:28]([CH3:29])([CH3:30])[CH3:31])=[O:26])=[CH:14][CH:15]=2)[CH:10]=[C:9]1[C:18]1[O:19][CH:20]=[CH:21][N:22]=1)[C:2]1[CH:7]=[CH:6][CH:5]=[CH:4][CH:3]=1.